From a dataset of Catalyst prediction with 721,799 reactions and 888 catalyst types from USPTO. Predict which catalyst facilitates the given reaction. (1) Product: [OH:7][C:3]1[CH:2]=[C:1]([OH:8])[CH:6]=[CH:5][C:4]=1[C:9](=[O:15])[CH2:10][CH2:11][C:12]([OH:14])=[O:13]. The catalyst class is: 641. Reactant: [C:1]1([OH:8])[CH:6]=[CH:5][CH:4]=[C:3]([OH:7])[CH:2]=1.[C:9]1(=[O:15])[O:14][C:12](=[O:13])[CH2:11][CH2:10]1.[Al+3].[Cl-].[Cl-].[Cl-].Cl. (2) Reactant: [O:1]1[CH2:6][CH2:5][N:4]([CH2:7][C:8]2[CH:9]=[C:10]([CH:15]=[CH:16][CH:17]=2)[C:11]([O:13]C)=[O:12])[CH2:3][CH2:2]1.[Li+].[OH-]. Product: [O:1]1[CH2:2][CH2:3][N:4]([CH2:7][C:8]2[CH:9]=[C:10]([CH:15]=[CH:16][CH:17]=2)[C:11]([OH:13])=[O:12])[CH2:5][CH2:6]1. The catalyst class is: 24. (3) Reactant: [Br:1][C:2]1[CH:3]=[C:4]2[C:23](=[CH:24][CH:25]=1)[C:7]1=[CH:8][C:9]3[C:10](=[O:22])[C:11]4[CH:12]=[CH:13][C:14]([Br:21])=[CH:15][C:16]=4[C:17](=[O:20])[C:18]=3[CH:19]=[C:6]1[C:5]2([CH3:27])[CH3:26].[BH4-].[Na+]. Product: [Br:1][C:2]1[CH:3]=[C:4]2[C:23](=[CH:24][CH:25]=1)[C:7]1=[CH:8][C:9]3[CH:10]([OH:22])[C:11]4[CH:12]=[CH:13][C:14]([Br:21])=[CH:15][C:16]=4[CH:17]([OH:20])[C:18]=3[CH:19]=[C:6]1[C:5]2([CH3:27])[CH3:26]. The catalyst class is: 5. (4) Reactant: ClC1C=CC([O:8][C:9](=O)[NH:10][C:11]2[CH:12]=[N:13][CH:14]=[C:15]([C:17]#[C:18][C:19]3[CH:20]=[N:21][C:22]([NH:25][CH2:26][CH2:27][N:28]4[CH2:33][CH2:32][O:31][CH2:30][CH2:29]4)=[N:23][CH:24]=3)[CH:16]=2)=CC=1.[Cl:35][C:36]1[CH:37]=[C:38]([CH:41]=[CH:42][CH:43]=1)[CH2:39][NH2:40]. Product: [Cl:35][C:36]1[CH:37]=[C:38]([CH:41]=[CH:42][CH:43]=1)[CH2:39][NH:40][C:9]([NH:10][C:11]1[CH:12]=[N:13][CH:14]=[C:15]([C:17]#[C:18][C:19]2[CH:20]=[N:21][C:22]([NH:25][CH2:26][CH2:27][N:28]3[CH2:33][CH2:32][O:31][CH2:30][CH2:29]3)=[N:23][CH:24]=2)[CH:16]=1)=[O:8]. The catalyst class is: 12. (5) Reactant: [CH3:1][N:2]1[C:7](=[O:8])[C:6]([C:9]2[N:13]([C:14]3[CH:21]=[CH:20][C:17]([C:18]#[N:19])=[CH:16][CH:15]=3)[N:12]=[CH:11][CH:10]=2)=[C:5]([CH3:22])[N:4]([C:23]2[CH:28]=[CH:27][CH:26]=[C:25]([C:29]([F:32])([F:31])[F:30])[CH:24]=2)[C:3]1=[O:33].[Br:34]Br.S([O-])([O-])(=O)=S.[Na+].[Na+]. Product: [Br:34][C:10]1[CH:11]=[N:12][N:13]([C:14]2[CH:15]=[CH:16][C:17]([C:18]#[N:19])=[CH:20][CH:21]=2)[C:9]=1[C:6]1[C:7](=[O:8])[N:2]([CH3:1])[C:3](=[O:33])[N:4]([C:23]2[CH:28]=[CH:27][CH:26]=[C:25]([C:29]([F:30])([F:31])[F:32])[CH:24]=2)[C:5]=1[CH3:22]. The catalyst class is: 15. (6) Reactant: [CH3:1][O:2][C:3]1[CH:4]=[C:5]2[O:9][C:8]([C:10]3[N:11]=[C:12]4[N:16]([CH:17]=3)[N:15]=[C:14]([O:18][CH3:19])[S:13]4)=[CH:7][C:6]2=[C:20]([OH:22])[CH:21]=1.O[CH2:24][C:25]1[N:26]=[C:27]([C:30]2([C:36]3[CH:46]=[CH:45][C:39]([C:40]([N:42]([CH3:44])[CH3:43])=[O:41])=[CH:38][CH:37]=3)[CH2:35][CH2:34][O:33][CH2:32][CH2:31]2)[S:28][CH:29]=1.C(P(CCCC)CCCC)CCC.C1CCN(C(N=NC(N2CCCCC2)=O)=O)CC1. Product: [CH3:1][O:2][C:3]1[CH:21]=[C:20]([O:22][CH2:24][C:25]2[N:26]=[C:27]([C:30]3([C:36]4[CH:46]=[CH:45][C:39]([C:40]([N:42]([CH3:43])[CH3:44])=[O:41])=[CH:38][CH:37]=4)[CH2:35][CH2:34][O:33][CH2:32][CH2:31]3)[S:28][CH:29]=2)[C:6]2[CH:7]=[C:8]([C:10]3[N:11]=[C:12]4[N:16]([CH:17]=3)[N:15]=[C:14]([O:18][CH3:19])[S:13]4)[O:9][C:5]=2[CH:4]=1. The catalyst class is: 1. (7) Reactant: Br[CH2:2][C:3]1[N:8]([C:9]2[CH:14]=[CH:13][CH:12]=[C:11]([C:15]([F:18])([F:17])[F:16])[CH:10]=2)[C:7](=[O:19])[NH:6][C@H:5]([C:20]2[CH:25]=[CH:24][C:23]([C:26]#[N:27])=[CH:22][CH:21]=2)[C:4]=1[C:28](OCC)=[O:29].[CH3:33][NH:34][NH2:35]. Product: [CH3:33][N:34]1[CH2:2][C:3]2[N:8]([C:9]3[CH:14]=[CH:13][CH:12]=[C:11]([C:15]([F:17])([F:16])[F:18])[CH:10]=3)[C:7](=[O:19])[NH:6][C@H:5]([C:20]3[CH:25]=[CH:24][C:23]([C:26]#[N:27])=[CH:22][CH:21]=3)[C:4]=2[C:28](=[O:29])[NH:35]1. The catalyst class is: 12. (8) Reactant: [NH:1]1[C:9]2[C:4](=[CH:5][CH:6]=[C:7]([CH2:10][OH:11])[CH:8]=2)[CH:3]=[CH:2]1. Product: [NH:1]1[C:9]2[C:4](=[CH:5][CH:6]=[C:7]([CH:10]=[O:11])[CH:8]=2)[CH:3]=[CH:2]1. The catalyst class is: 742. (9) Reactant: O[CH2:2][N:3]1[CH2:7][CH:6]([CH2:8][CH2:9][CH3:10])[CH2:5][C:4]1=[O:11].C(N(CC)C(=O)OCN1CC(CCC)CC1=O)C.[Cl:30][C:31]1[NH:35][C:34]2[CH:36]=[CH:37][CH:38]=[CH:39][C:33]=2[N:32]=1. Product: [Cl:30][C:31]1[N:35]([CH2:2][N:3]2[CH2:7][CH:6]([CH2:8][CH2:9][CH3:10])[CH2:5][C:4]2=[O:11])[C:34]2[CH:36]=[CH:37][CH:38]=[CH:39][C:33]=2[N:32]=1. The catalyst class is: 10. (10) Reactant: [Cl:1][C:2]1[C:21]([CH3:22])=[CH:20][C:5]([O:6][CH2:7][CH:8]([CH3:19])[CH2:9][C:10]2[C:18]3[C:13](=[CH:14][CH:15]=[CH:16][CH:17]=3)[NH:12][CH:11]=2)=[CH:4][C:3]=1[CH3:23].Br[CH2:25][CH2:26][C:27]([O:29]CC)=[O:28].C(=O)([O-])[O-].[Cs+].[Cs+]. Product: [Cl:1][C:2]1[C:21]([CH3:22])=[CH:20][C:5]([O:6][CH2:7][CH:8]([CH3:19])[CH2:9][C:10]2[C:18]3[C:13](=[CH:14][CH:15]=[CH:16][CH:17]=3)[N:12]([CH2:25][CH2:26][C:27]([OH:29])=[O:28])[CH:11]=2)=[CH:4][C:3]=1[CH3:23]. The catalyst class is: 3.